Dataset: Forward reaction prediction with 1.9M reactions from USPTO patents (1976-2016). Task: Predict the product of the given reaction. (1) Given the reactants C([Li])CCC.Br[C:7]1[C:15]2[C:14]([Cl:16])=[N:13][C:12]([S:17][CH3:18])=[N:11][C:10]=2[N:9]([CH2:19][O:20][CH2:21][CH2:22][Si:23]([CH3:26])([CH3:25])[CH3:24])[CH:8]=1.[C:27](=[O:29])=[O:28].C(O)(=O)C, predict the reaction product. The product is: [Cl:16][C:14]1[C:15]2[C:7]([C:27]([OH:29])=[O:28])=[CH:8][N:9]([CH2:19][O:20][CH2:21][CH2:22][Si:23]([CH3:26])([CH3:25])[CH3:24])[C:10]=2[N:11]=[C:12]([S:17][CH3:18])[N:13]=1. (2) Given the reactants Cl[C:2]1[CH:7]=[CH:6][N:5]=[C:4]2[NH:8][C:9]([CH:11]3[CH2:16][CH2:15][CH2:14][CH2:13][CH2:12]3)=[CH:10][C:3]=12.[F:17][C:18]1[CH:19]=[CH:20][C:21]([O:27][CH3:28])=[C:22](B(O)O)[CH:23]=1.P([O-])([O-])([O-])=O.[K+].[K+].[K+].O1CCCC1, predict the reaction product. The product is: [CH:11]1([C:9]2[NH:8][C:4]3=[N:5][CH:6]=[CH:7][C:2]([C:20]4[CH:19]=[C:18]([F:17])[CH:23]=[CH:22][C:21]=4[O:27][CH3:28])=[C:3]3[CH:10]=2)[CH2:16][CH2:15][CH2:14][CH2:13][CH2:12]1. (3) Given the reactants [CH:1]([C:4]1[N:5]=[C:6](/[CH:9]=[CH:10]/[C:11]2[CH:37]=[CH:36][N:14]3[C:15](=[O:35])[C:16](/[CH:26]=[CH:27]/[C:28]([O:30]C(C)(C)C)=[O:29])=[C:17]([O:19][CH2:20][CH:21]4[CH2:25][CH2:24][O:23][CH2:22]4)[N:18]=[C:13]3[CH:12]=2)[S:7][CH:8]=1)([CH3:3])[CH3:2].C(C1N=C(CCC2C=CN3C(=O)C(/C=C/C4NN=NN=4)=C(OCC4CCOC4)N=C3C=2)SC=1)(C)C.Cl, predict the reaction product. The product is: [CH:1]([C:4]1[N:5]=[C:6](/[CH:9]=[CH:10]/[C:11]2[CH:37]=[CH:36][N:14]3[C:15](=[O:35])[C:16](/[CH:26]=[CH:27]/[C:28]([OH:30])=[O:29])=[C:17]([O:19][CH2:20][CH:21]4[CH2:25][CH2:24][O:23][CH2:22]4)[N:18]=[C:13]3[CH:12]=2)[S:7][CH:8]=1)([CH3:3])[CH3:2]. (4) Given the reactants [Cl:1][C:2]1[C:3]([NH:23][C:24]2[CH:28]=[C:27]([CH3:29])[NH:26][N:25]=2)=[N:4][C:5]([NH:8][C:9]2[CH:14]=[C:13]([CH3:15])[C:12]([CH:16]3[CH2:21][CH2:20][NH:19][CH2:18][CH2:17]3)=[CH:11][C:10]=2[F:22])=[N:6][CH:7]=1.C(N(CC)CC)C.[CH3:37][N:38]([CH3:42])[C:39](Cl)=[O:40], predict the reaction product. The product is: [Cl:1][C:2]1[C:3]([NH:23][C:24]2[CH:28]=[C:27]([CH3:29])[NH:26][N:25]=2)=[N:4][C:5]([NH:8][C:9]2[C:10]([F:22])=[CH:11][C:12]([CH:16]3[CH2:17][CH2:18][N:19]([C:39]([N:38]([CH3:42])[CH3:37])=[O:40])[CH2:20][CH2:21]3)=[C:13]([CH3:15])[CH:14]=2)=[N:6][CH:7]=1. (5) Given the reactants Br[C:2]1[CH:11]=[CH:10][C:5]([C:6]([O:8][CH3:9])=[O:7])=[C:4]([N:12]2[CH2:16][CH2:15][CH2:14][S:13]2(=[O:18])=[O:17])[CH:3]=1.[O:19]1[CH2:23][CH2:22][NH:21][C:20]1=[O:24], predict the reaction product. The product is: [O:17]=[S:13]1(=[O:18])[CH2:14][CH2:15][CH2:16][N:12]1[C:4]1[CH:3]=[C:2]([N:21]2[CH2:22][CH2:23][O:19][C:20]2=[O:24])[CH:11]=[CH:10][C:5]=1[C:6]([O:8][CH3:9])=[O:7].